Task: Predict the product of the given reaction.. Dataset: Forward reaction prediction with 1.9M reactions from USPTO patents (1976-2016) (1) Given the reactants [CH3:1][N:2]1[CH:6]=[CH:5][N:4]=[CH:3]1.[C:7](Cl)(=[O:14])[C:8]1[CH:13]=[CH:12][CH:11]=[CH:10][CH:9]=1.C(N(CC)CC)C, predict the reaction product. The product is: [CH3:1][N:2]1[CH:6]=[CH:5][N:4]=[C:3]1[C:7]([C:8]1[CH:13]=[CH:12][CH:11]=[CH:10][CH:9]=1)=[O:14]. (2) Given the reactants [Cl-].CC1C=C(C)C=C(C)C=1[N+]1C=CN(C2C(C)=CC(C)=CC=2C)C=1.CC(C)([O-])C.[K+].CO[C:33](=[O:50])[C:34]1[CH:39]=[CH:38][C:37]([CH2:40][N:41]2[CH2:46][CH2:45][CH2:44][N:43]3[CH2:47][CH2:48][CH2:49][CH:42]23)=[CH:36][CH:35]=1.[CH2:51]([CH2:53][NH2:54])[OH:52], predict the reaction product. The product is: [N:41]1([CH2:40][C:37]2[CH:36]=[CH:35][C:34]([C:33]([NH:54][CH2:53][CH2:51][OH:52])=[O:50])=[CH:39][CH:38]=2)[CH2:46][CH2:45][CH2:44][N:43]2[CH2:47][CH2:48][CH2:49][CH:42]12.